Dataset: Orexin1 receptor HTS with 218,158 compounds and 233 confirmed actives. Task: Binary Classification. Given a drug SMILES string, predict its activity (active/inactive) in a high-throughput screening assay against a specified biological target. (1) The molecule is Clc1cc(NC(=O)CN(C(=O)CCS(=O)(=O)c2ccc(cc2)C)CC)c(cc1)C. The result is 0 (inactive). (2) The molecule is O=c1n(CCCC(=O)Nc2cc(ccc2)C)c(=O)c2c3c1cccc3ccc2. The result is 0 (inactive). (3) The compound is S=C(N1CCc2c(C1)cc(OC)c(OC)c2)Nc1ccc(OC)cc1. The result is 0 (inactive). (4) The drug is O(c1c(OC)ccc(c1)/C=N\NC(=O)c1cc([N+]([O-])=O)ccc1)C(=O)c1ccccc1. The result is 0 (inactive). (5) The compound is o1c(C(=O)NCCCNC(=O)c2ccc(nc2)C)ccc1. The result is 0 (inactive). (6) The molecule is o1c(C2N3C(C4C2C(=O)N(C4=O)C)(Cc2ccccc2)C(=O)N(CC3=O)Cc2ccccc2)ccc1C. The result is 0 (inactive). (7) The compound is S(=O)(=O)(c1ccc(C(=O)NCC(N2CCCCC2)c2occc2)cc1)C. The result is 0 (inactive). (8) The molecule is S(c1n(nnn1)c1cc(ccc1)C)Cc1onc(n1)CC(=O)Nc1c(OC)cccc1. The result is 0 (inactive). (9) The compound is O(CCNC(=O)c1c([N+]([O-])=O)c(ccc1)C)C. The result is 0 (inactive).